This data is from Forward reaction prediction with 1.9M reactions from USPTO patents (1976-2016). The task is: Predict the product of the given reaction. (1) Given the reactants [Cl:1][C:2]1[CH:10]=[CH:9][C:8]2[NH:7][C:6]3[CH2:11][CH2:12][N:13]([CH3:15])[CH2:14][C:5]=3[C:4]=2[CH:3]=1.N1CCC[C@H]1C(O)=O.P([O-])([O-])([O-])=O.[K+].[K+].[K+].Br[CH:33]=[C:34]([C:36]1[CH:41]=[CH:40][C:39]([F:42])=[CH:38][C:37]=1[F:43])[CH3:35], predict the reaction product. The product is: [Cl:1][C:2]1[CH:10]=[CH:9][C:8]2[N:7](/[CH:33]=[C:34](/[C:36]3[CH:41]=[CH:40][C:39]([F:42])=[CH:38][C:37]=3[F:43])\[CH3:35])[C:6]3[CH2:11][CH2:12][N:13]([CH3:15])[CH2:14][C:5]=3[C:4]=2[CH:3]=1. (2) Given the reactants [CH:1]1([CH2:4][O:5][C:6]2[CH:11]=[C:10]([O:12][CH3:13])[CH:9]=[CH:8][C:7]=2[C:14]2[C:15]3[N:22]([CH2:23][O:24][CH2:25][CH2:26][Si:27]([CH3:30])([CH3:29])[CH3:28])[C:21]([CH3:31])=[C:20]([C:32](O)=[O:33])[C:16]=3[N:17]=[CH:18][N:19]=2)[CH2:3][CH2:2]1.[NH2:35][C@@H:36]1[CH2:41][CH2:40][C@H:39]([NH:42][C:43](=[O:49])[O:44][C:45]([CH3:48])([CH3:47])[CH3:46])[CH2:38][CH2:37]1, predict the reaction product. The product is: [CH:1]1([CH2:4][O:5][C:6]2[CH:11]=[C:10]([O:12][CH3:13])[CH:9]=[CH:8][C:7]=2[C:14]2[C:15]3[N:22]([CH2:23][O:24][CH2:25][CH2:26][Si:27]([CH3:29])([CH3:30])[CH3:28])[C:21]([CH3:31])=[C:20]([C:32]([NH:35][C@@H:36]4[CH2:41][CH2:40][C@H:39]([NH:42][C:43](=[O:49])[O:44][C:45]([CH3:47])([CH3:46])[CH3:48])[CH2:38][CH2:37]4)=[O:33])[C:16]=3[N:17]=[CH:18][N:19]=2)[CH2:3][CH2:2]1.